Dataset: Retrosynthesis with 50K atom-mapped reactions and 10 reaction types from USPTO. Task: Predict the reactants needed to synthesize the given product. Given the product Cc1ccc(C2c3[nH]c4ccc(F)cc4c3CCN2C(=O)CCc2ccccc2)cc1, predict the reactants needed to synthesize it. The reactants are: Cc1ccc(C2NCCc3c2[nH]c2ccc(F)cc32)cc1.O=C(Cl)CCc1ccccc1.